From a dataset of Forward reaction prediction with 1.9M reactions from USPTO patents (1976-2016). Predict the product of the given reaction. Given the reactants [Br:1][C:2]1[CH:3]=[C:4]([NH2:9])[C:5]([CH3:8])=[N:6][CH:7]=1.C(N(C(C)C)CC)(C)C.[CH3:19][S:20](Cl)(=[O:22])=[O:21].[OH-].[Na+], predict the reaction product. The product is: [Br:1][C:2]1[CH:3]=[C:4]([NH:9][S:20]([CH3:19])(=[O:22])=[O:21])[C:5]([CH3:8])=[N:6][CH:7]=1.